From a dataset of Forward reaction prediction with 1.9M reactions from USPTO patents (1976-2016). Predict the product of the given reaction. Given the reactants [CH3:1][N:2](C)C=O.Cl[C:7]1[CH:12]=[C:11]([C:13]2[CH:18]=[CH:17][CH:16]=[C:15]([F:19])[CH:14]=2)[N:10]=[C:9]([CH3:20])[N:8]=1, predict the reaction product. The product is: [CH3:20][C:9]1[N:8]=[C:7]([C:1]#[N:2])[CH:12]=[C:11]([C:13]2[CH:18]=[CH:17][CH:16]=[C:15]([F:19])[CH:14]=2)[N:10]=1.